This data is from NCI-60 drug combinations with 297,098 pairs across 59 cell lines. The task is: Regression. Given two drug SMILES strings and cell line genomic features, predict the synergy score measuring deviation from expected non-interaction effect. (1) Drug 1: CC(CN1CC(=O)NC(=O)C1)N2CC(=O)NC(=O)C2. Drug 2: CCC1(C2=C(COC1=O)C(=O)N3CC4=CC5=C(C=CC(=C5CN(C)C)O)N=C4C3=C2)O.Cl. Cell line: IGROV1. Synergy scores: CSS=22.4, Synergy_ZIP=-8.84, Synergy_Bliss=-2.89, Synergy_Loewe=-0.976, Synergy_HSA=1.17. (2) Drug 1: CS(=O)(=O)CCNCC1=CC=C(O1)C2=CC3=C(C=C2)N=CN=C3NC4=CC(=C(C=C4)OCC5=CC(=CC=C5)F)Cl. Drug 2: CCCCC(=O)OCC(=O)C1(CC(C2=C(C1)C(=C3C(=C2O)C(=O)C4=C(C3=O)C=CC=C4OC)O)OC5CC(C(C(O5)C)O)NC(=O)C(F)(F)F)O. Cell line: NCI-H522. Synergy scores: CSS=46.2, Synergy_ZIP=1.37, Synergy_Bliss=1.91, Synergy_Loewe=-6.42, Synergy_HSA=3.08. (3) Drug 1: C1CC(=O)NC(=O)C1N2CC3=C(C2=O)C=CC=C3N. Drug 2: CN1C(=O)N2C=NC(=C2N=N1)C(=O)N. Cell line: HT29. Synergy scores: CSS=4.48, Synergy_ZIP=3.76, Synergy_Bliss=5.11, Synergy_Loewe=2.01, Synergy_HSA=0.838. (4) Synergy scores: CSS=1.10, Synergy_ZIP=-0.801, Synergy_Bliss=0.575, Synergy_Loewe=-3.29, Synergy_HSA=-0.0811. Cell line: NCI/ADR-RES. Drug 2: CC12CCC3C(C1CCC2O)C(CC4=C3C=CC(=C4)O)CCCCCCCCCS(=O)CCCC(C(F)(F)F)(F)F. Drug 1: CC1OCC2C(O1)C(C(C(O2)OC3C4COC(=O)C4C(C5=CC6=C(C=C35)OCO6)C7=CC(=C(C(=C7)OC)O)OC)O)O. (5) Drug 2: CS(=O)(=O)OCCCCOS(=O)(=O)C. Synergy scores: CSS=21.0, Synergy_ZIP=-9.80, Synergy_Bliss=-8.96, Synergy_Loewe=-5.61, Synergy_HSA=-5.69. Cell line: SN12C. Drug 1: CN(CC1=CN=C2C(=N1)C(=NC(=N2)N)N)C3=CC=C(C=C3)C(=O)NC(CCC(=O)O)C(=O)O.